This data is from NCI-60 drug combinations with 297,098 pairs across 59 cell lines. The task is: Regression. Given two drug SMILES strings and cell line genomic features, predict the synergy score measuring deviation from expected non-interaction effect. (1) Drug 1: CC1=C(C=C(C=C1)NC(=O)C2=CC=C(C=C2)CN3CCN(CC3)C)NC4=NC=CC(=N4)C5=CN=CC=C5. Drug 2: C1=CN(C=N1)CC(O)(P(=O)(O)O)P(=O)(O)O. Cell line: SK-MEL-2. Synergy scores: CSS=-17.9, Synergy_ZIP=8.16, Synergy_Bliss=-4.39, Synergy_Loewe=-11.8, Synergy_HSA=-16.0. (2) Drug 1: C1=CC(=C2C(=C1NCCNCCO)C(=O)C3=C(C=CC(=C3C2=O)O)O)NCCNCCO. Drug 2: C1CCC(CC1)NC(=O)N(CCCl)N=O. Cell line: UACC62. Synergy scores: CSS=35.1, Synergy_ZIP=-14.4, Synergy_Bliss=-11.5, Synergy_Loewe=-8.89, Synergy_HSA=-6.72. (3) Drug 1: CS(=O)(=O)C1=CC(=C(C=C1)C(=O)NC2=CC(=C(C=C2)Cl)C3=CC=CC=N3)Cl. Drug 2: CC12CCC(CC1=CCC3C2CCC4(C3CC=C4C5=CN=CC=C5)C)O. Cell line: A549. Synergy scores: CSS=12.5, Synergy_ZIP=-2.53, Synergy_Bliss=4.09, Synergy_Loewe=2.93, Synergy_HSA=3.49. (4) Drug 1: CC1=C2C(C(=O)C3(C(CC4C(C3C(C(C2(C)C)(CC1OC(=O)C(C(C5=CC=CC=C5)NC(=O)OC(C)(C)C)O)O)OC(=O)C6=CC=CC=C6)(CO4)OC(=O)C)OC)C)OC. Drug 2: CC12CCC3C(C1CCC2OP(=O)(O)O)CCC4=C3C=CC(=C4)OC(=O)N(CCCl)CCCl.[Na+]. Cell line: U251. Synergy scores: CSS=45.1, Synergy_ZIP=0.738, Synergy_Bliss=-1.78, Synergy_Loewe=-18.4, Synergy_HSA=-0.283. (5) Drug 1: C1=CC(=CC=C1CC(C(=O)O)N)N(CCCl)CCCl.Cl. Drug 2: CNC(=O)C1=NC=CC(=C1)OC2=CC=C(C=C2)NC(=O)NC3=CC(=C(C=C3)Cl)C(F)(F)F. Cell line: OVCAR3. Synergy scores: CSS=14.4, Synergy_ZIP=-4.52, Synergy_Bliss=1.37, Synergy_Loewe=-7.09, Synergy_HSA=-0.535.